From a dataset of Reaction yield outcomes from USPTO patents with 853,638 reactions. Predict the reaction yield, written as a fraction of the theoretical maximum amount of product (1.0 means a 100% yield; for example, 0.34 means a 34% yield). (1) The reactants are Cl[CH2:2][C:3]1[CH:8]=[CH:7][C:6]([O:9][CH3:10])=[CH:5][CH:4]=1.[NH:11]1[C:19]2[CH:18]=[CH:17][CH:16]=[C:15]([C:20]#[N:21])[C:14]=2[CH:13]=[CH:12]1.[H-].[Na+].CN(C=O)C. The catalyst is O. The product is [CH3:10][O:9][C:6]1[CH:7]=[CH:8][C:3]([CH2:2][N:11]2[C:19]3[CH:18]=[CH:17][CH:16]=[C:15]([C:20]#[N:21])[C:14]=3[CH:13]=[CH:12]2)=[CH:4][CH:5]=1. The yield is 0.990. (2) The reactants are [Si]([O:18][CH2:19][CH2:20][CH2:21][CH2:22][CH2:23][CH2:24][CH:25]([C:36]1[CH:41]=[C:40]([F:42])[CH:39]=[CH:38][C:37]=1[F:43])[S:26]([C:29]1[CH:34]=[CH:33][C:32]([Cl:35])=[CH:31][CH:30]=1)(=[O:28])=[O:27])(C(C)(C)C)(C1C=CC=CC=1)C1C=CC=CC=1.[F-].C([N+](CCCC)(CCCC)CCCC)CCC.O. The catalyst is O1CCCC1.CCCCCC. The product is [Cl:35][C:32]1[CH:31]=[CH:30][C:29]([S:26]([CH:25]([C:36]2[CH:41]=[C:40]([F:42])[CH:39]=[CH:38][C:37]=2[F:43])[CH2:24][CH2:23][CH2:22][CH2:21][CH2:20][CH2:19][OH:18])(=[O:28])=[O:27])=[CH:34][CH:33]=1. The yield is 0.810. (3) The reactants are [Br:1][C:2]1[CH:3]=[C:4]([CH:8]=[CH:9][CH:10]=1)[CH2:5][CH2:6][NH2:7].C(NC(C)C)(C)C.[F:18][C:19]([F:30])([F:29])[C:20](O[C:20](=[O:21])[C:19]([F:30])([F:29])[F:18])=[O:21]. The catalyst is C(Cl)Cl. The product is [Br:1][C:2]1[CH:3]=[C:4]([CH:8]=[CH:9][CH:10]=1)[CH2:5][CH2:6][NH:7][C:20](=[O:21])[C:19]([F:30])([F:29])[F:18]. The yield is 0.700.